Dataset: Forward reaction prediction with 1.9M reactions from USPTO patents (1976-2016). Task: Predict the product of the given reaction. (1) Given the reactants [CH3:1][C:2]1[CH:7]=[CH:6][N:5]=[C:4]([CH:8]=O)[CH:3]=1.[CH2:10]([NH2:12])[CH3:11], predict the reaction product. The product is: [CH2:10]([NH:12][CH2:8][C:4]1[CH:3]=[C:2]([CH3:1])[CH:7]=[CH:6][N:5]=1)[CH3:11]. (2) Given the reactants [CH2:1]1[CH2:5][N:4]([C:6]2[CH:11]=[CH:10][C:9]([C:12]([CH2:14][Br:15])=[O:13])=[CH:8][CH:7]=2)[CH2:3][CH2:2]1.[NH2:16][C:17]1[S:18][C:19]2[CH2:25][CH2:24][CH2:23][CH2:22][C:20]=2[N:21]=1, predict the reaction product. The product is: [BrH:15].[NH:16]=[C:17]1[N:21]([CH2:14][C:12]([C:9]2[CH:10]=[CH:11][C:6]([N:4]3[CH2:5][CH2:1][CH2:2][CH2:3]3)=[CH:7][CH:8]=2)=[O:13])[C:20]2[CH:22]=[CH:23][CH:24]=[CH:25][C:19]=2[S:18]1. (3) The product is: [Cl:1][C:2]1[CH:3]=[CH:4][C:5]2[O:10][CH2:9][CH2:8][NH:7][C:6]=2[CH:12]=1. Given the reactants [Cl:1][C:2]1[CH:3]=[CH:4][C:5]2[O:10][CH2:9][C:8](=O)[NH:7][C:6]=2[CH:12]=1.B.O1CCCC1.CO.Cl, predict the reaction product. (4) Given the reactants [Cl:1][C:2]1[CH:3]=[C:4]([SH:8])[CH:5]=[CH:6][CH:7]=1.[CH3:9][O:10][CH:11]([O:14][CH3:15])[CH2:12]Br.[H-].[Na+], predict the reaction product. The product is: [Cl:1][C:2]1[CH:7]=[CH:6][CH:5]=[C:4]([S:8][CH2:12][CH:11]([O:14][CH3:15])[O:10][CH3:9])[CH:3]=1.